Predict which catalyst facilitates the given reaction. From a dataset of Catalyst prediction with 721,799 reactions and 888 catalyst types from USPTO. Reactant: [CH:1]([C:4]1[N:5]=[C:6](/[CH:9]=[CH:10]/[C:11]2[CH:41]=[CH:40][N:14]3[C:15](=[O:39])[C:16](/[CH:30]=[CH:31]/[C:32]([O:34][C:35]([CH3:38])([CH3:37])[CH3:36])=[O:33])=[C:17](OS(C4C=CC(C)=CC=4)(=O)=O)[N:18]=[C:13]3[CH:12]=2)[S:7][CH:8]=1)([CH3:3])[CH3:2].[NH:42]1[CH2:47][CH2:46][O:45][CH2:44][CH2:43]1. Product: [CH:1]([C:4]1[N:5]=[C:6](/[CH:9]=[CH:10]/[C:11]2[CH:41]=[CH:40][N:14]3[C:15](=[O:39])[C:16](/[CH:30]=[CH:31]/[C:32]([O:34][C:35]([CH3:36])([CH3:38])[CH3:37])=[O:33])=[C:17]([N:42]4[CH2:47][CH2:46][O:45][CH2:44][CH2:43]4)[N:18]=[C:13]3[CH:12]=2)[S:7][CH:8]=1)([CH3:3])[CH3:2]. The catalyst class is: 9.